Dataset: Full USPTO retrosynthesis dataset with 1.9M reactions from patents (1976-2016). Task: Predict the reactants needed to synthesize the given product. (1) Given the product [F:23][C:24]1[CH:32]=[CH:31][C:27]([C:28]([N:9]2[CH:10]([CH3:22])[CH2:11][C:12]3[C:20]4[CH:19]=[CH:18][C:17]([F:21])=[CH:16][C:15]=4[NH:14][C:13]=3[C:7]([C:5]([O:4][CH2:1][CH2:2][CH3:3])=[O:6])=[CH:8]2)=[O:29])=[CH:26][CH:25]=1, predict the reactants needed to synthesize it. The reactants are: [CH2:1]([O:4][C:5]([C:7]1[C:13]2[NH:14][C:15]3[CH:16]=[C:17]([F:21])[CH:18]=[CH:19][C:20]=3[C:12]=2[CH2:11][CH:10]([CH3:22])[NH:9][CH:8]=1)=[O:6])[CH2:2][CH3:3].[F:23][C:24]1[CH:32]=[CH:31][C:27]([C:28](Cl)=[O:29])=[CH:26][CH:25]=1. (2) Given the product [OH:77][CH2:38][C@@H:39]1[CH2:68][S:69][C:41]([C:43]2[NH:44][C:45]3[C:50]([CH:51]=2)=[CH:49][C:48]([O:52][CH2:53][CH2:54][O:55][CH3:56])=[CH:47][C:46]=3[N:57]([CH3:67])[S:58]([C:61]2[CH:66]=[CH:65][CH:64]=[CH:63][N:62]=2)(=[O:59])=[O:60])=[N:40]1, predict the reactants needed to synthesize it. The reactants are: C1(P(=O)(C2C=CC=CC=2)C2C=CC=CC=2)C=CC=CC=1.FC(F)(F)S(OS(C(F)(F)F)(=O)=O)(=O)=O.CO[C:38](=[O:77])[C@H:39]([CH2:68][S:69]CC1C=CC=CC=1)[NH:40][C:41]([C:43]1[NH:44][C:45]2[C:50]([CH:51]=1)=[CH:49][C:48]([O:52][CH2:53][CH2:54][O:55][CH3:56])=[CH:47][C:46]=2[N:57]([CH3:67])[S:58]([C:61]1[CH:66]=[CH:65][CH:64]=[CH:63][N:62]=1)(=[O:60])=[O:59])=O.C1(SC)C=CC=CC=1.C(=O)([O-])O.[Na+].COCCOC1C=C2C(=C(N(C)S(C3C=CC=CN=3)(=O)=O)C=1)NC(C1SC[C@@H](C(OC)=O)N=1)=C2.[BH4-].[Na+]. (3) The reactants are: [CH3:1][C:2]1[CH:3]=[CH:4][C:5]([NH:21][C:22]([C:24]2[CH:25]=[CH:26][C:27]([CH2:30][N:31]3[CH2:36][CH2:35][N:34]([CH3:37])[CH2:33][CH2:32]3)=[CH:28][CH:29]=2)=[O:23])=[CH:6][C:7]=1[NH:8][C:9]1[N:10]=[CH:11][CH:12]=[C:13]([C:15]2[CH:16]=[CH:17][CH:18]=[N:19][CH:20]=2)[N:14]=1.O.[CH3:39][S:40]([OH:43])(=[O:42])=[O:41].CC(OC)(C)C. Given the product [CH3:1][C:2]1[CH:3]=[CH:4][C:5]([NH:21][C:22]([C:24]2[CH:29]=[CH:28][C:27]([CH2:30][N:31]3[CH2:32][CH2:33][N:34]([CH3:37])[CH2:35][CH2:36]3)=[CH:26][CH:25]=2)=[O:23])=[CH:6][C:7]=1[NH:8][C:9]1[N:10]=[CH:11][CH:12]=[C:13]([C:15]2[CH:16]=[CH:17][CH:18]=[N:19][CH:20]=2)[N:14]=1.[CH3:39][S:40]([OH:43])(=[O:42])=[O:41], predict the reactants needed to synthesize it. (4) Given the product [Br:21][C:22]1[CH:23]=[C:24]([NH:25][CH:1]=[C:16]2[C:17](=[O:18])[O:19][C:12]([CH3:20])([CH3:11])[O:13][C:14]2=[O:15])[CH:26]=[CH:27][CH:28]=1, predict the reactants needed to synthesize it. The reactants are: [CH:1](OCC)(OCC)OCC.[CH3:11][C:12]1([CH3:20])[O:19][C:17](=[O:18])[CH2:16][C:14](=[O:15])[O:13]1.[Br:21][C:22]1[CH:23]=[C:24]([CH:26]=[CH:27][CH:28]=1)[NH2:25]. (5) The reactants are: [C:1]([C:3]1[CH:4]=[C:5]2[C:9](=[CH:10][CH:11]=1)[NH:8][C:7](=[O:12])[C@@:6]2([NH:22][C:23]([N:25]1[CH2:28][C:27]2([CH2:31][N:30]([CH:32]3[CH2:37][CH2:36][N:35]([CH:38]4[CH2:41][O:40][CH2:39]4)[CH2:34][CH2:33]3)[CH2:29]2)[CH2:26]1)=[O:24])[C:13]1[C:14]([O:19][CH2:20][CH3:21])=[N:15][CH:16]=[CH:17][CH:18]=1)#[N:2].[F:42][C:43]1[CH:48]=[CH:47][C:46]([S:49](Cl)(=[O:51])=[O:50])=[CH:45][CH:44]=1. Given the product [C:1]([C:3]1[CH:4]=[C:5]2[C:9](=[CH:10][CH:11]=1)[N:8]([S:49]([C:46]1[CH:47]=[CH:48][C:43]([F:42])=[CH:44][CH:45]=1)(=[O:51])=[O:50])[C:7](=[O:12])[C@@:6]2([NH:22][C:23]([N:25]1[CH2:28][C:27]2([CH2:29][N:30]([CH:32]3[CH2:37][CH2:36][N:35]([CH:38]4[CH2:39][O:40][CH2:41]4)[CH2:34][CH2:33]3)[CH2:31]2)[CH2:26]1)=[O:24])[C:13]1[C:14]([O:19][CH2:20][CH3:21])=[N:15][CH:16]=[CH:17][CH:18]=1)#[N:2], predict the reactants needed to synthesize it. (6) Given the product [CH3:3][CH:2]([CH3:4])[CH2:1][C:9]1[CH:16]=[CH:15][C:14]([N+:17]([O-:19])=[O:18])=[CH:13][C:10]=1[C:11]#[N:12], predict the reactants needed to synthesize it. The reactants are: [CH2:1](B(O)O)[CH:2]([CH3:4])[CH3:3].Br[C:9]1[CH:16]=[CH:15][C:14]([N+:17]([O-:19])=[O:18])=[CH:13][C:10]=1[C:11]#[N:12].C([O-])([O-])=O.[Cs+].[Cs+]. (7) Given the product [Cl:1][C:2]1[N:7]=[C:6]2[N:8]([CH2:16][C:15]3[CH:18]=[CH:19][C:12]([F:11])=[CH:13][CH:14]=3)[CH:9]=[CH:10][C:5]2=[CH:4][CH:3]=1, predict the reactants needed to synthesize it. The reactants are: [Cl:1][C:2]1[N:7]=[C:6]2[NH:8][CH:9]=[CH:10][C:5]2=[CH:4][CH:3]=1.[F:11][C:12]1[CH:19]=[CH:18][C:15]([CH2:16]Br)=[CH:14][CH:13]=1.C([O-])([O-])=O.[K+].[K+].